Dataset: Peptide-MHC class II binding affinity with 134,281 pairs from IEDB. Task: Regression. Given a peptide amino acid sequence and an MHC pseudo amino acid sequence, predict their binding affinity value. This is MHC class II binding data. (1) The peptide sequence is AFKVEATAANAAPAN. The MHC is DRB1_0701 with pseudo-sequence DRB1_0701. The binding affinity (normalized) is 0.608. (2) The peptide sequence is ERFALNPGLLETSEGCK. The MHC is DRB1_0401 with pseudo-sequence DRB1_0401. The binding affinity (normalized) is 0.443. (3) The peptide sequence is FDLRAQGINLIIHYV. The MHC is DRB3_0202 with pseudo-sequence DRB3_0202. The binding affinity (normalized) is 0.285. (4) The peptide sequence is AVTFVNAPAFAAERG. The MHC is DRB1_0301 with pseudo-sequence DRB1_0301. The binding affinity (normalized) is 0.231. (5) The peptide sequence is LGNVLINESFGVEPV. The MHC is HLA-DQA10401-DQB10402 with pseudo-sequence HLA-DQA10401-DQB10402. The binding affinity (normalized) is 0.290. (6) The peptide sequence is LVGPTPVNIIGRNLLTQIGC. The binding affinity (normalized) is 0.396. The MHC is DRB1_1101 with pseudo-sequence DRB1_1101.